The task is: Predict the reaction yield, written as a fraction of the theoretical maximum amount of product (1.0 means a 100% yield; for example, 0.34 means a 34% yield).. This data is from Reaction yield outcomes from USPTO patents with 853,638 reactions. (1) The reactants are [N+:1]([C:4]1[CH:5]=[CH:6][C:7]([N:10]2[CH2:15][CH2:14][O:13][CH2:12][CH2:11]2)=[N:8][CH:9]=1)([O-])=O. The catalyst is [Pt]. The product is [N:10]1([C:7]2[N:8]=[CH:9][C:4]([NH2:1])=[CH:5][CH:6]=2)[CH2:15][CH2:14][O:13][CH2:12][CH2:11]1. The yield is 1.00. (2) The reactants are [H-].[Na+].[CH3:3][O:4][CH2:5][CH2:6][OH:7].F[C:9]1[CH:14]=[CH:13][CH:12]=[C:11]([F:15])[N:10]=1. The catalyst is CN(C=O)C. The product is [F:15][C:11]1[CH:12]=[CH:13][CH:14]=[C:9]([O:7][CH2:6][CH2:5][O:4][CH3:3])[N:10]=1. The yield is 0.540. (3) The reactants are [C:1]([O:9][C@H:10]([CH2:15][C:16]1[CH:21]=[CH:20][C:19]([NH2:22])=[C:18]([CH3:23])[C:17]=1[CH2:24][O:25][C:26](=[O:28])[CH3:27])[C:11]([O:13][CH3:14])=[O:12])(=[O:8])[C:2]1[CH:7]=[CH:6][CH:5]=[CH:4][CH:3]=1.C(#N)C.[Cl:32]N1C(=O)CCC1=O. No catalyst specified. The product is [C:1]([O:9][C@H:10]([CH2:15][C:16]1[CH:21]=[C:20]([Cl:32])[C:19]([NH2:22])=[C:18]([CH3:23])[C:17]=1[CH2:24][O:25][C:26](=[O:28])[CH3:27])[C:11]([O:13][CH3:14])=[O:12])(=[O:8])[C:2]1[CH:7]=[CH:6][CH:5]=[CH:4][CH:3]=1. The yield is 0.570.